This data is from Reaction yield outcomes from USPTO patents with 853,638 reactions. The task is: Predict the reaction yield, written as a fraction of the theoretical maximum amount of product (1.0 means a 100% yield; for example, 0.34 means a 34% yield). The reactants are [N+:1]([C:4]1[CH:9]=[CH:8][CH:7]=[CH:6][C:5]=1[CH:10]1[CH:14]=[CH:13][CH2:12][O:11]1)([O-])=O.[N+](C1C=CC=CC=1C1CC=CO1)([O-])=O.CCN(CC)CC. The catalyst is [Pd].CO. The product is [O:11]1[CH2:12][CH2:13][CH2:14][CH:10]1[C:5]1[CH:6]=[CH:7][CH:8]=[CH:9][C:4]=1[NH2:1]. The yield is 0.840.